Dataset: Reaction yield outcomes from USPTO patents with 853,638 reactions. Task: Predict the reaction yield, written as a fraction of the theoretical maximum amount of product (1.0 means a 100% yield; for example, 0.34 means a 34% yield). (1) The reactants are [CH3:1][O:2][C:3]1[CH:22]=[CH:21][C:6]([CH2:7][NH:8][S:9]([C:12]2[CH:20]=[CH:19][C:15]([C:16]([OH:18])=[O:17])=[CH:14][CH:13]=2)(=[O:11])=[O:10])=[CH:5][CH:4]=1.C(=O)([O-])[O-].[Cs+].[Cs+].[CH2:29](I)[CH3:30]. The catalyst is CN(C=O)C.C(OCC)(=O)C. The product is [CH2:29]([N:8]([CH2:7][C:6]1[CH:5]=[CH:4][C:3]([O:2][CH3:1])=[CH:22][CH:21]=1)[S:9]([C:12]1[CH:20]=[CH:19][C:15]([C:16]([OH:18])=[O:17])=[CH:14][CH:13]=1)(=[O:11])=[O:10])[CH3:30]. The yield is 0.350. (2) The reactants are Cl.[F:2][C:3]([F:15])([F:14])[CH:4]([C:6]1[CH:11]=[CH:10][C:9]([NH:12][NH2:13])=[CH:8][CH:7]=1)[OH:5].[CH3:16][CH:17]([CH3:23])[C:18](=O)[CH2:19][C:20]#[N:21].Cl. The catalyst is C(O)C. The product is [NH2:21][C:20]1[N:12]([C:9]2[CH:8]=[CH:7][C:6]([CH:4]([OH:5])[C:3]([F:14])([F:15])[F:2])=[CH:11][CH:10]=2)[N:13]=[C:18]([CH:17]([CH3:23])[CH3:16])[CH:19]=1. The yield is 0.890. (3) The product is [Br:1][C:2]1[N:6]2[CH:7]=[C:8]([CH:25]3[CH2:26][CH2:27]3)[C:9]([O:11][C@@H:12]3[CH2:17][CH2:16][CH2:15][N:14]([CH2:18][C:42]4[CH:47]=[CH:46][C:45]([F:48])=[CH:44][C:43]=4[Cl:49])[CH2:13]3)=[CH:10][C:5]2=[N:4][N:3]=1. The yield is 0.500. The catalyst is O1CCOCC1.CN(C)C=O.O. The reactants are [Br:1][C:2]1[N:6]2[CH:7]=[C:8]([CH:25]3[CH2:27][CH2:26]3)[C:9]([O:11][C@@H:12]3[CH2:17][CH2:16][CH2:15][N:14]([C:18](OC(C)(C)C)=O)[CH2:13]3)=[CH:10][C:5]2=[N:4][N:3]=1.Cl.C(=O)(O)[O-].[Na+].C(=O)([O-])[O-].[K+].[K+].BrC[C:42]1[CH:47]=[CH:46][C:45]([F:48])=[CH:44][C:43]=1[Cl:49]. (4) The reactants are [CH:1]1([NH:6][C:7]2[N:12]=[C:11]([C:13]3[C:14]([C:23]4[CH:28]=[CH:27][C:26]([F:29])=[CH:25][CH:24]=4)=[N:15][N:16]4[CH:21]=[CH:20][C:19]([NH2:22])=[CH:18][C:17]=34)[CH:10]=[CH:9][N:8]=2)[CH2:5][CH2:4][CH2:3][CH2:2]1.[CH3:30][S:31](Cl)(=[O:33])=[O:32].C(=O)(O)[O-]. The catalyst is N1C=CC=CC=1.C(OCC)(=O)C. The product is [CH:1]1([NH:6][C:7]2[N:12]=[C:11]([C:13]3[C:14]([C:23]4[CH:24]=[CH:25][C:26]([F:29])=[CH:27][CH:28]=4)=[N:15][N:16]4[CH:21]=[CH:20][C:19]([NH:22][S:31]([CH3:30])(=[O:33])=[O:32])=[CH:18][C:17]=34)[CH:10]=[CH:9][N:8]=2)[CH2:5][CH2:4][CH2:3][CH2:2]1. The yield is 0.500.